Dataset: Full USPTO retrosynthesis dataset with 1.9M reactions from patents (1976-2016). Task: Predict the reactants needed to synthesize the given product. (1) Given the product [NH2:7][C@H:8]1[CH2:9][CH2:10][C@H:11]([CH2:14][NH:15][C:16]2[C:21]([N+:22]([O-:24])=[O:23])=[CH:20][N:19]=[C:18]([NH:25][CH2:26][C:27](=[O:34])[N:28]3[CH2:33][CH2:32][CH2:31][CH2:30][CH2:29]3)[N:17]=2)[CH2:12][CH2:13]1, predict the reactants needed to synthesize it. The reactants are: C(OC(=O)[NH:7][CH:8]1[CH2:13][CH2:12][CH:11]([CH2:14][NH:15][C:16]2[C:21]([N+:22]([O-:24])=[O:23])=[CH:20][N:19]=[C:18]([NH:25][CH2:26][C:27](=[O:34])[N:28]3[CH2:33][CH2:32][CH2:31][CH2:30][CH2:29]3)[N:17]=2)[CH2:10][CH2:9]1)(C)(C)C.C(O)(C(F)(F)F)=O.C([O-])([O-])=O.[Na+].[Na+]. (2) The reactants are: [Br:1][C:2]1[C:3]([OH:13])=[C:4]([C:10](=[O:12])[CH3:11])[CH:5]=[C:6]([Cl:9])[C:7]=1[CH3:8].C1(P(C2C=CC=CC=2)C2C=CC=CC=2)C=CC=CC=1.O[CH2:34][CH2:35][NH:36][C:37](=[O:43])[O:38][C:39]([CH3:42])([CH3:41])[CH3:40].N(C(OC(C)C)=O)=NC(OC(C)C)=O. Given the product [C:10]([C:4]1[C:3]([O:13][CH2:34][CH2:35][NH:36][C:37](=[O:43])[O:38][C:39]([CH3:42])([CH3:41])[CH3:40])=[C:2]([Br:1])[C:7]([CH3:8])=[C:6]([Cl:9])[CH:5]=1)(=[O:12])[CH3:11], predict the reactants needed to synthesize it. (3) The reactants are: [NH2:1][C:2]1[N:7]=[CH:6][N:5]=[C:4]2[N:8]([CH:12]3[CH2:17][CH2:16][C:15](=O)[CH2:14][CH2:13]3)[N:9]=[C:10]([I:11])[C:3]=12.[N:19]1([C:25]([O:27][C:28]([CH3:31])([CH3:30])[CH3:29])=[O:26])[CH2:24][CH2:23][NH:22][CH2:21][CH2:20]1.C(O[BH-](OC(=O)C)OC(=O)C)(=O)C.[Na+]. Given the product [C:28]([O:27][C:25]([N:19]1[CH2:24][CH2:23][N:22]([CH:15]2[CH2:16][CH2:17][CH:12]([N:8]3[C:4]4=[N:5][CH:6]=[N:7][C:2]([NH2:1])=[C:3]4[C:10]([I:11])=[N:9]3)[CH2:13][CH2:14]2)[CH2:21][CH2:20]1)=[O:26])([CH3:31])([CH3:29])[CH3:30], predict the reactants needed to synthesize it. (4) The reactants are: [H-].[Na+].[N:3]1([CH2:8][CH2:9][O:10][CH2:11][C:12]2[CH:17]=[CH:16][C:15]([OH:18])=[CH:14][CH:13]=2)[CH:7]=[CH:6][N:5]=[N:4]1.Cl[CH2:20][C:21]1[N:22]=[C:23]([CH:26]=[CH:27][C:28]2[CH:33]=[CH:32][C:31]([O:34][CH:35]([F:37])[F:36])=[CH:30][CH:29]=2)[O:24][CH:25]=1.O. Given the product [F:37][CH:35]([F:36])[O:34][C:31]1[CH:32]=[CH:33][C:28](/[CH:27]=[CH:26]/[C:23]2[O:24][CH:25]=[C:21]([CH2:20][O:18][C:15]3[CH:14]=[CH:13][C:12]([CH2:11][O:10][CH2:9][CH2:8][N:3]4[CH:7]=[CH:6][N:5]=[N:4]4)=[CH:17][CH:16]=3)[N:22]=2)=[CH:29][CH:30]=1, predict the reactants needed to synthesize it. (5) Given the product [Cl:1][C:2]1[CH:7]=[CH:6][C:5]([O:8][CH3:26])=[CH:4][C:3]=1[CH2:9][N:10]1[CH:14]=[CH:13][C:12]([NH:15][C:16](=[O:25])[C:17]2[C:18]([F:24])=[CH:19][CH:20]=[CH:21][C:22]=2[F:23])=[N:11]1, predict the reactants needed to synthesize it. The reactants are: [Cl:1][C:2]1[CH:7]=[CH:6][C:5]([OH:8])=[CH:4][C:3]=1[CH2:9][N:10]1[CH:14]=[CH:13][C:12]([NH:15][C:16](=[O:25])[C:17]2[C:22]([F:23])=[CH:21][CH:20]=[CH:19][C:18]=2[F:24])=[N:11]1.[CH3:26]C(C)([O-])C.[K+].CI. (6) Given the product [N:11]1([C:7]2[CH:8]=[CH:9][C:4]([C:2](=[O:3])[CH3:1])=[CH:5][CH:6]=2)[CH:15]=[N:14][CH:13]=[N:12]1, predict the reactants needed to synthesize it. The reactants are: [CH3:1][C:2]([C:4]1[CH:9]=[CH:8][C:7](Br)=[CH:6][CH:5]=1)=[O:3].[NH:11]1[CH:15]=[N:14][CH:13]=[N:12]1.C([O-])([O-])=O.[Cs+].[Cs+]. (7) Given the product [C:11]([O:14][CH2:15][C:16]1[C:17]([N:31]2[CH2:42][CH2:41][N:40]3[C:33](=[CH:34][C:35]4[CH2:36][C:37]([CH3:44])([CH3:43])[CH2:38][C:39]=43)[C:32]2=[O:45])=[N:18][CH:19]=[CH:20][C:21]=1[C:6]1[CH:7]=[C:2]([Br:1])[C:3](=[O:10])[N:4]([CH3:9])[CH:5]=1)(=[O:13])[CH3:12], predict the reactants needed to synthesize it. The reactants are: [Br:1][C:2]1[C:3](=[O:10])[N:4]([CH3:9])[CH:5]=[C:6](I)[CH:7]=1.[C:11]([O:14][CH2:15][C:16]1[C:17]([N:31]2[CH2:42][CH2:41][N:40]3[C:33](=[CH:34][C:35]4[CH2:36][C:37]([CH3:44])([CH3:43])[CH2:38][C:39]=43)[C:32]2=[O:45])=[N:18][CH:19]=[CH:20][C:21]=1B1OC(C)(C)C(C)(C)O1)(=[O:13])[CH3:12].[O-]P([O-])([O-])=O.[K+].[K+].[K+].C([O-])(=O)C.[Na+].